Task: Predict the reactants needed to synthesize the given product.. Dataset: Full USPTO retrosynthesis dataset with 1.9M reactions from patents (1976-2016) (1) The reactants are: [Cl:1][CH2:2][C:3](=[O:10])[CH2:4][C:5]([O:7][CH2:8][CH3:9])=[O:6]. Given the product [Cl:1][CH2:2][C@H:3]([OH:10])[CH2:4][C:5]([O:7][CH2:8][CH3:9])=[O:6], predict the reactants needed to synthesize it. (2) Given the product [Si:1]([O:18][CH2:19][C:20]([Cl:25])=[O:22])([C:14]([CH3:17])([CH3:16])[CH3:15])([C:8]1[CH:13]=[CH:12][CH:11]=[CH:10][CH:9]=1)[C:2]1[CH:7]=[CH:6][CH:5]=[CH:4][CH:3]=1, predict the reactants needed to synthesize it. The reactants are: [Si:1]([O:18][CH2:19][C:20]([OH:22])=O)([C:14]([CH3:17])([CH3:16])[CH3:15])([C:8]1[CH:13]=[CH:12][CH:11]=[CH:10][CH:9]=1)[C:2]1[CH:7]=[CH:6][CH:5]=[CH:4][CH:3]=1.S(Cl)([Cl:25])=O. (3) Given the product [NH2:1][CH:4]1[CH2:5][C:6]2([CH2:11][CH2:10][N:9]([C:12]([O:14][C:15]([CH3:18])([CH3:17])[CH3:16])=[O:13])[CH2:8]2)[CH2:7]1, predict the reactants needed to synthesize it. The reactants are: [N:1]([CH:4]1[CH2:7][C:6]2([CH2:11][CH2:10][N:9]([C:12]([O:14][C:15]([CH3:18])([CH3:17])[CH3:16])=[O:13])[CH2:8]2)[CH2:5]1)=[N+]=[N-]. (4) Given the product [NH:21]1[C:22]2[C:18](=[C:17]([C:15]3[CH:14]=[C:13]4[C:9]([CH:10]=[N:11][NH:12]4)=[C:8]([C:6]4[O:7][C:3]([CH2:2][O:38][CH3:37])=[N:4][N:5]=4)[CH:16]=3)[CH:25]=[CH:24][CH:23]=2)[CH:19]=[CH:20]1, predict the reactants needed to synthesize it. The reactants are: Cl[CH2:2][C:3]1[O:7][C:6]([C:8]2[CH:16]=[C:15]([C:17]3[CH:25]=[CH:24][CH:23]=[C:22]4[C:18]=3[CH:19]=[CH:20][NH:21]4)[CH:14]=[C:13]3[C:9]=2[CH:10]=[N:11][N:12]3S(C2C=CC=CC=2)(=O)=O)=[N:5][N:4]=1.CO.[C:37](=O)([O-])[O-:38].[K+].[K+]. (5) The reactants are: [CH3:1][N:2]1[CH:6]=[C:5]([C:7]2[N:12]=[C:11]([C:13]3[CH:14]=[N:15][NH:16][CH:17]=3)[N:10]3[CH:18]=[CH:19][N:20]=[C:9]3[CH:8]=2)[CH:4]=[N:3]1.O[C:22]1([CH3:33])[CH2:25][N:24]([C:26]([O:28][C:29]([CH3:32])([CH3:31])[CH3:30])=[O:27])[CH2:23]1.C1(P(C2C=CC=CC=2)C2C=CC=CC=2)C=CC=CC=1.N(C(OCC)=O)=NC(OCC)=O. Given the product [CH3:33][C:22]1([N:15]2[CH:14]=[C:13]([C:11]3[N:10]4[CH:18]=[CH:19][N:20]=[C:9]4[CH:8]=[C:7]([C:5]4[CH:4]=[N:3][N:2]([CH3:1])[CH:6]=4)[N:12]=3)[CH:17]=[N:16]2)[CH2:25][N:24]([C:26]([O:28][C:29]([CH3:30])([CH3:32])[CH3:31])=[O:27])[CH2:23]1, predict the reactants needed to synthesize it. (6) Given the product [F:31][C:32]1[CH:37]=[C:36]([F:38])[C:35]([F:39])=[CH:34][C:33]=1[NH:40][C:41](=[O:64])[NH:42][C:43]1[CH:44]=[CH:45][C:46]([C:49]2[S:53][C:52]([CH:54]3[CH2:55][CH2:56][CH:57]([C:60]([OH:62])=[O:61])[CH2:58][CH2:59]3)=[N:51][CH:50]=2)=[CH:47][CH:48]=1, predict the reactants needed to synthesize it. The reactants are: FC(F)(F)C1C=C(NC(=O)NC2C=CC(C3SC(CCC(O)=O)=NC=3)=CC=2)C=CC=1.[F:31][C:32]1[CH:37]=[C:36]([F:38])[C:35]([F:39])=[CH:34][C:33]=1[NH:40][C:41](=[O:64])[NH:42][C:43]1[CH:48]=[CH:47][C:46]([C:49]2[S:53][C:52]([CH:54]3[CH2:59][CH2:58][CH:57]([C:60]([O:62]C)=[O:61])[CH2:56][CH2:55]3)=[N:51][CH:50]=2)=[CH:45][CH:44]=1. (7) Given the product [F:1][C:2]1[CH:3]=[C:4]([NH:5][NH2:10])[CH:6]=[CH:7][C:8]=1[F:9], predict the reactants needed to synthesize it. The reactants are: [F:1][C:2]1[CH:3]=[C:4]([CH:6]=[CH:7][C:8]=1[F:9])[NH2:5].[N:10]([O-])=O.[Na+].[Sn](Cl)Cl.